From a dataset of Catalyst prediction with 721,799 reactions and 888 catalyst types from USPTO. Predict which catalyst facilitates the given reaction. Reactant: [Cl:1][C:2]1[CH:3]=[C:4]([Cl:14])[C:5]2[O:9][C:8]([C:10]([OH:12])=O)=[CH:7][C:6]=2[CH:13]=1.CN(C(ON1N=[N:30][C:25]2[CH:26]=[CH:27][CH:28]=[N:29][C:24]1=2)=[N+](C)C)C.F[P-](F)(F)(F)(F)F.[CH:39](N(CC)C(C)C)(C)[CH3:40]. Product: [ClH:1].[N:29]12[CH2:28][CH2:27][CH:26]([CH2:39][CH2:40]1)[C@@H:25]([NH:30][C:10]([C:8]1[O:9][C:5]3[C:4]([Cl:14])=[CH:3][C:2]([Cl:1])=[CH:13][C:6]=3[CH:7]=1)=[O:12])[CH2:24]2. The catalyst class is: 3.